From a dataset of Retrosynthesis with 50K atom-mapped reactions and 10 reaction types from USPTO. Predict the reactants needed to synthesize the given product. Given the product COc1cc2c(N[C@H](C)c3ccccc3)c([N+](=O)[O-])cnc2cc1-c1c(C)noc1C, predict the reactants needed to synthesize it. The reactants are: COc1cc2c(Cl)c([N+](=O)[O-])cnc2cc1-c1c(C)noc1C.C[C@@H](N)c1ccccc1.